From a dataset of Full USPTO retrosynthesis dataset with 1.9M reactions from patents (1976-2016). Predict the reactants needed to synthesize the given product. (1) Given the product [C:12]([C:10]1[CH:11]=[C:7]([NH:6][C:5]([NH:65][C@@H:58]2[C:59]3[C:64](=[CH:63][CH:62]=[CH:61][CH:60]=3)[C@H:55]([O:54][C:51]3[CH:52]=[CH:53][C:48]4[N:49]([C:45]([N:40]5[CH2:41][CH2:42][CH2:43][CH2:44][C@@H:39]5[CH3:38])=[N:46][N:47]=4)[CH:50]=3)[CH2:56][CH2:57]2)=[O:35])[N:8]([C:16]2[CH:21]=[CH:20][C:19]([O:22][Si:23]([CH:30]([CH3:32])[CH3:31])([CH:24]([CH3:26])[CH3:25])[CH:27]([CH3:29])[CH3:28])=[C:18]([CH2:33][OH:34])[CH:17]=2)[N:9]=1)([CH3:14])([CH3:15])[CH3:13], predict the reactants needed to synthesize it. The reactants are: ClC(Cl)(Cl)CO[C:5](=[O:35])[NH:6][C:7]1[N:8]([C:16]2[CH:21]=[CH:20][C:19]([O:22][Si:23]([CH:30]([CH3:32])[CH3:31])([CH:27]([CH3:29])[CH3:28])[CH:24]([CH3:26])[CH3:25])=[C:18]([CH2:33][OH:34])[CH:17]=2)[N:9]=[C:10]([C:12]([CH3:15])([CH3:14])[CH3:13])[CH:11]=1.[CH3:38][C@H:39]1[CH2:44][CH2:43][CH2:42][CH2:41][N:40]1[C:45]1[N:49]2[CH:50]=[C:51]([O:54][C@H:55]3[C:64]4[C:59](=[CH:60][CH:61]=[CH:62][CH:63]=4)[C@@H:58]([NH2:65])[CH2:57][CH2:56]3)[CH:52]=[CH:53][C:48]2=[N:47][N:46]=1.CCN(C(C)C)C(C)C. (2) Given the product [Cl:10][C:11]1[CH:16]=[C:15]([O:7][C:3]2[CH:2]=[N:1][CH:6]=[CH:5][CH:4]=2)[CH:14]=[CH:13][N:12]=1, predict the reactants needed to synthesize it. The reactants are: [N:1]1[CH:6]=[CH:5][CH:4]=[C:3]([OH:7])[CH:2]=1.[H-].[Na+].[Cl:10][C:11]1[CH:16]=[C:15]([N+]([O-])=O)[CH:14]=[CH:13][N:12]=1. (3) Given the product [F:1][C:2]1[CH:7]=[C:6]([C:18]2[CH:23]=[C:22]([C:24]3[N:29]=[CH:28][CH:27]=[CH:26][N:25]=3)[C:21]([NH2:30])=[C:20]([N+:31]([O-:33])=[O:32])[CH:19]=2)[CH:5]=[N:4][CH:3]=1, predict the reactants needed to synthesize it. The reactants are: [F:1][C:2]1[CH:3]=[N:4][CH:5]=[C:6](B2OC(C)(C)C(C)(C)O2)[CH:7]=1.Br[C:18]1[CH:23]=[C:22]([C:24]2[N:29]=[CH:28][CH:27]=[CH:26][N:25]=2)[C:21]([NH2:30])=[C:20]([N+:31]([O-:33])=[O:32])[CH:19]=1.[O-]P([O-])([O-])=O.[K+].[K+].[K+].CCO. (4) The reactants are: [CH3:1][C:2]1[S:3][C:4]([NH2:14])=[C:5]([C:7]2[CH:12]=[CH:11][CH:10]=[CH:9][C:8]=2[CH3:13])[N:6]=1.C(N(C(C)C)CC)(C)C.[Cl:24][C:25]1[CH:30]=[CH:29][N:28]2[N:31]=[CH:32][C:33]([C:34](Cl)=[O:35])=[C:27]2[N:26]=1. Given the product [CH3:1][C:2]1[S:3][C:4]([NH:14][C:34]([C:33]2[CH:32]=[N:31][N:28]3[CH:29]=[CH:30][C:25]([Cl:24])=[N:26][C:27]=23)=[O:35])=[C:5]([C:7]2[CH:12]=[CH:11][CH:10]=[CH:9][C:8]=2[CH3:13])[N:6]=1, predict the reactants needed to synthesize it.